Dataset: NCI-60 drug combinations with 297,098 pairs across 59 cell lines. Task: Regression. Given two drug SMILES strings and cell line genomic features, predict the synergy score measuring deviation from expected non-interaction effect. (1) Drug 1: CN(C)N=NC1=C(NC=N1)C(=O)N. Drug 2: C(CCl)NC(=O)N(CCCl)N=O. Cell line: 786-0. Synergy scores: CSS=-1.11, Synergy_ZIP=-2.77, Synergy_Bliss=-6.35, Synergy_Loewe=-9.12, Synergy_HSA=-6.41. (2) Drug 1: CC1=C2C(C(=O)C3(C(CC4C(C3C(C(C2(C)C)(CC1OC(=O)C(C(C5=CC=CC=C5)NC(=O)OC(C)(C)C)O)O)OC(=O)C6=CC=CC=C6)(CO4)OC(=O)C)O)C)O. Drug 2: C1=NNC2=C1C(=O)NC=N2. Cell line: SK-MEL-5. Synergy scores: CSS=35.5, Synergy_ZIP=-1.18, Synergy_Bliss=-3.02, Synergy_Loewe=-74.5, Synergy_HSA=-3.19. (3) Drug 1: COC1=CC(=CC(=C1O)OC)C2C3C(COC3=O)C(C4=CC5=C(C=C24)OCO5)OC6C(C(C7C(O6)COC(O7)C8=CC=CS8)O)O. Drug 2: CC12CCC3C(C1CCC2OP(=O)(O)O)CCC4=C3C=CC(=C4)OC(=O)N(CCCl)CCCl.[Na+]. Cell line: SF-295. Synergy scores: CSS=52.7, Synergy_ZIP=0.476, Synergy_Bliss=-2.24, Synergy_Loewe=-21.1, Synergy_HSA=-0.590. (4) Drug 1: CNC(=O)C1=CC=CC=C1SC2=CC3=C(C=C2)C(=NN3)C=CC4=CC=CC=N4. Drug 2: C1CN(CCN1C(=O)CCBr)C(=O)CCBr. Cell line: MDA-MB-435. Synergy scores: CSS=-3.70, Synergy_ZIP=2.88, Synergy_Bliss=-0.428, Synergy_Loewe=-12.4, Synergy_HSA=-6.63. (5) Drug 1: CC1=C(C=C(C=C1)C(=O)NC2=CC(=CC(=C2)C(F)(F)F)N3C=C(N=C3)C)NC4=NC=CC(=N4)C5=CN=CC=C5. Drug 2: CC(C)CN1C=NC2=C1C3=CC=CC=C3N=C2N. Cell line: SNB-19. Synergy scores: CSS=-7.27, Synergy_ZIP=0.843, Synergy_Bliss=-5.26, Synergy_Loewe=-7.38, Synergy_HSA=-8.21.